Dataset: NCI-60 drug combinations with 297,098 pairs across 59 cell lines. Task: Regression. Given two drug SMILES strings and cell line genomic features, predict the synergy score measuring deviation from expected non-interaction effect. (1) Drug 1: C(CC(=O)O)C(=O)CN.Cl. Drug 2: C1CNP(=O)(OC1)N(CCCl)CCCl. Cell line: NCI-H226. Synergy scores: CSS=0.588, Synergy_ZIP=-0.346, Synergy_Bliss=0.616, Synergy_Loewe=-2.25, Synergy_HSA=-2.31. (2) Drug 1: CC1=C(C(=O)C2=C(C1=O)N3CC4C(C3(C2COC(=O)N)OC)N4)N. Drug 2: CC1C(C(CC(O1)OC2CC(CC3=C2C(=C4C(=C3O)C(=O)C5=C(C4=O)C(=CC=C5)OC)O)(C(=O)CO)O)N)O.Cl. Cell line: CCRF-CEM. Synergy scores: CSS=48.0, Synergy_ZIP=-5.77, Synergy_Bliss=-4.06, Synergy_Loewe=-1.15, Synergy_HSA=0.417. (3) Drug 1: CC1C(C(CC(O1)OC2CC(OC(C2O)C)OC3=CC4=CC5=C(C(=O)C(C(C5)C(C(=O)C(C(C)O)O)OC)OC6CC(C(C(O6)C)O)OC7CC(C(C(O7)C)O)OC8CC(C(C(O8)C)O)(C)O)C(=C4C(=C3C)O)O)O)O. Drug 2: N.N.Cl[Pt+2]Cl. Cell line: T-47D. Synergy scores: CSS=63.6, Synergy_ZIP=0.247, Synergy_Bliss=-0.00487, Synergy_Loewe=-2.93, Synergy_HSA=1.95. (4) Drug 1: CN(C)C1=NC(=NC(=N1)N(C)C)N(C)C. Drug 2: C1=NNC2=C1C(=O)NC=N2. Cell line: A549. Synergy scores: CSS=-0.00500, Synergy_ZIP=0.605, Synergy_Bliss=1.76, Synergy_Loewe=-3.02, Synergy_HSA=-2.36.